Predict the reaction yield, written as a fraction of the theoretical maximum amount of product (1.0 means a 100% yield; for example, 0.34 means a 34% yield). From a dataset of Reaction yield outcomes from USPTO patents with 853,638 reactions. (1) The reactants are [CH2:1]([O:8][C:9]1[CH:14]=[C:13]([CH3:15])[C:12]([C:16]2[CH:21]=[CH:20][CH:19]=[C:18]([CH2:22][O:23]C3CCCCO3)[CH:17]=2)=[C:11]([CH3:30])[CH:10]=1)[C:2]1[CH:7]=[CH:6][CH:5]=[CH:4][CH:3]=1.O.C1(C)C=CC(S(O)(=O)=O)=CC=1. The catalyst is CO. The product is [CH2:1]([O:8][C:9]1[CH:14]=[C:13]([CH3:15])[C:12]([C:16]2[CH:21]=[CH:20][CH:19]=[C:18]([CH2:22][OH:23])[CH:17]=2)=[C:11]([CH3:30])[CH:10]=1)[C:2]1[CH:7]=[CH:6][CH:5]=[CH:4][CH:3]=1. The yield is 0.840. (2) The reactants are [N:1]1([C:6]([O:8][CH2:9][C@@H:10]([N:18]([C:20]([O:22][C:23]([CH3:26])([CH3:25])[CH3:24])=[O:21])[CH3:19])[CH2:11][CH2:12][CH2:13][C:14]([O:16][CH3:17])=[O:15])=[O:7])[CH:5]=[CH:4][N:3]=[CH:2]1.F[P-](F)(F)(F)(F)F.C([O+](CC)CC)C.C1C2[C:45](=[CH:46][CH:47]=[CH:48]C=2)[CH:44]=[C:43](N)N=1. The catalyst is C(Cl)Cl. The product is [C:23]([O:22][C:20]([N:18]([CH3:19])[C@H:10]([CH2:9][O:8][C:6](=[O:7])[NH:1][C:2]1[N:3]=[CH:4][C:5]2[C:47]([CH:48]=1)=[CH:46][CH:45]=[CH:44][CH:43]=2)[CH2:11][CH2:12][CH2:13][C:14]([O:16][CH3:17])=[O:15])=[O:21])([CH3:24])([CH3:25])[CH3:26]. The yield is 0.580. (3) The reactants are [CH2:1]([O:3][C:4](=[O:18])[C:5]1[CH:10]=[C:9]([N+:11]([O-:13])=[O:12])[CH:8]=[C:7]([N+:14]([O-:16])=[O:15])[C:6]=1[CH3:17])[CH3:2].CO[CH:21]([N:24]([CH3:26])[CH3:25])OC. The catalyst is CN(C=O)C. The product is [CH2:1]([O:3][C:4](=[O:18])[C:5]1[CH:10]=[C:9]([N+:11]([O-:13])=[O:12])[CH:8]=[C:7]([N+:14]([O-:16])=[O:15])[C:6]=1[CH:17]=[CH:21][N:24]([CH3:26])[CH3:25])[CH3:2]. The yield is 0.480. (4) The reactants are [Br:1][C:2]1[CH:9]=[C:8]2[C:5]([NH:6][S:7]2(=[O:11])=[O:10])=[N:4][CH:3]=1.[N:12]1[C:21]2[C:16](=[CH:17][CH:18]=[CH:19][CH:20]=2)[CH:15]=[C:14]([NH2:22])[CH:13]=1. The catalyst is N1C=CC=CC=1. The product is [N:12]1[C:21]2[C:16](=[CH:17][CH:18]=[CH:19][CH:20]=2)[CH:15]=[C:14]([NH:22][S:7]([C:8]2[C:5]([NH2:6])=[N:4][CH:3]=[C:2]([Br:1])[CH:9]=2)(=[O:11])=[O:10])[CH:13]=1. The yield is 0.490. (5) The reactants are F[C:2](F)(F)C(O)=O.[C:8]([C:10]1[C:15]2[N:16]=[C:17]([CH:19]3[CH2:21][CH2:20]3)[O:18][C:14]=2[C:13]([F:22])=[C:12]([NH:23][C:24](=O)OC(C)(C)C)[C:11]=1[CH3:31])#[N:9].C=O.C([BH3-])#N.[Na+]. The catalyst is C(OCC)(=O)C. The product is [CH3:2][N:23]([CH3:24])[C:12]1[C:13]([F:22])=[C:14]2[O:18][C:17]([CH:19]3[CH2:20][CH2:21]3)=[N:16][C:15]2=[C:10]([C:8]#[N:9])[C:11]=1[CH3:31]. The yield is 0.420. (6) The reactants are [F:1][C:2]1[CH:31]=[C:30]([F:32])[CH:29]=[CH:28][C:3]=1[O:4][C:5]1[CH:10]=[CH:9][C:8]([S:11]([CH3:14])(=[O:13])=[O:12])=[CH:7][C:6]=1[C:15]1[C:16]2[CH:25]=[C:24]([CH2:26][OH:27])[NH:23][C:17]=2[C:18](=[O:22])[N:19]([CH3:21])[CH:20]=1.CC(OI1(OC(C)=O)(OC(C)=O)OC(=O)C2C=CC=CC1=2)=O.S(=O)(O)[O-].[Na+]. The catalyst is ClCCl.C(=O)(O)[O-].[Na+]. The product is [F:1][C:2]1[CH:31]=[C:30]([F:32])[CH:29]=[CH:28][C:3]=1[O:4][C:5]1[CH:10]=[CH:9][C:8]([S:11]([CH3:14])(=[O:12])=[O:13])=[CH:7][C:6]=1[C:15]1[C:16]2[CH:25]=[C:24]([CH:26]=[O:27])[NH:23][C:17]=2[C:18](=[O:22])[N:19]([CH3:21])[CH:20]=1. The yield is 0.700.